Dataset: Full USPTO retrosynthesis dataset with 1.9M reactions from patents (1976-2016). Task: Predict the reactants needed to synthesize the given product. (1) Given the product [Cl:34][C:6]1[CH:5]=[C:4]([CH:9]=[CH:8][C:7]=1[NH:10][C:11]([N:13]([C:18]1[N:19]([C:27]2[CH:28]=[CH:29][C:30]([Cl:33])=[CH:31][CH:32]=2)[N:20]=[C:21]2[C:26]=1[CH:25]=[CH:24][CH:23]=[CH:22]2)[CH2:14][CH2:15][O:16][CH3:17])=[O:12])[C:3]([OH:35])=[O:2], predict the reactants needed to synthesize it. The reactants are: C[O:2][C:3](=[O:35])[C:4]1[CH:9]=[CH:8][C:7]([NH:10][C:11]([N:13]([C:18]2[N:19]([C:27]3[CH:32]=[CH:31][C:30]([Cl:33])=[CH:29][CH:28]=3)[N:20]=[C:21]3[C:26]=2[CH:25]=[CH:24][CH:23]=[CH:22]3)[CH2:14][CH2:15][O:16][CH3:17])=[O:12])=[C:6]([Cl:34])[CH:5]=1.[OH-].[Li+]. (2) Given the product [F:1][C@H:2]1[C@@H:7]([O:8][C:9]2[C:16]([CH3:17])=[CH:15][C:14]([C:18]3[N:23]=[C:22]([NH:24][C:25]4[CH:26]=[CH:27][C:28]([N:31]5[CH2:32][CH2:33][N:34]([CH:37]6[CH2:38][O:39][CH2:40]6)[CH2:35][CH2:36]5)=[CH:29][CH:30]=4)[N:21]=[CH:20][N:19]=3)=[CH:13][C:10]=2[C:11]#[N:12])[CH2:6][CH2:5][N:4]([C:75](=[O:76])[CH2:74][OH:77])[CH2:3]1, predict the reactants needed to synthesize it. The reactants are: [F:1][C@H:2]1[C@@H:7]([O:8][C:9]2[C:16]([CH3:17])=[CH:15][C:14]([C:18]3[N:23]=[C:22]([NH:24][C:25]4[CH:30]=[CH:29][C:28]([N:31]5[CH2:36][CH2:35][N:34]([CH:37]6[CH2:40][O:39][CH2:38]6)[CH2:33][CH2:32]5)=[CH:27][CH:26]=4)[N:21]=[CH:20][N:19]=3)=[CH:13][C:10]=2[C:11]#[N:12])[CH2:6][CH2:5][NH:4][CH2:3]1.CN(C(ON1N=NC2C=CC=NC1=2)=[N+](C)C)C.F[P-](F)(F)(F)(F)F.CCN(C(C)C)C(C)C.[C:74](O)(=[O:77])[CH2:75][OH:76].